Dataset: Forward reaction prediction with 1.9M reactions from USPTO patents (1976-2016). Task: Predict the product of the given reaction. Given the reactants [F:1][C:2]1[CH:3]=[C:4]([CH:8]=[CH:9][C:10]=1[C:11]1[S:12][C:13]2[C:18]([N:19]=1)=[CH:17][CH:16]=[C:15]([C:20]1([C:23]3[CH:28]=[CH:27][CH:26]=[CH:25][CH:24]=3)[CH2:22][CH2:21]1)[N:14]=2)[C:5](O)=[O:6].[CH3:29][O:30][CH2:31][CH2:32][NH:33][CH3:34], predict the reaction product. The product is: [F:1][C:2]1[CH:3]=[C:4]([CH:8]=[CH:9][C:10]=1[C:11]1[S:12][C:13]2[C:18]([N:19]=1)=[CH:17][CH:16]=[C:15]([C:20]1([C:23]3[CH:24]=[CH:25][CH:26]=[CH:27][CH:28]=3)[CH2:21][CH2:22]1)[N:14]=2)[C:5]([N:33]([CH2:32][CH2:31][O:30][CH3:29])[CH3:34])=[O:6].